Dataset: Forward reaction prediction with 1.9M reactions from USPTO patents (1976-2016). Task: Predict the product of the given reaction. (1) Given the reactants [C:1]([C:4]1[CH:5]=[C:6](B(O)O)[CH:7]=[CH:8][CH:9]=1)(=[O:3])[CH3:2].[Br:13][C:14]1[CH:19]=[CH:18][CH:17]=[CH:16][C:15]=1Br.C(=O)([O-])[O-].[K+].[K+].C1(C)C=CC=CC=1.C(O)C, predict the reaction product. The product is: [Br:13][C:14]1[CH:19]=[CH:18][CH:17]=[CH:16][C:15]=1[C:6]1[CH:7]=[CH:8][CH:9]=[C:4]([C:1](=[O:3])[CH3:2])[CH:5]=1. (2) Given the reactants Br[C:2]1[CH:15]=[C:14]2[C:5]([O:6][C:7]3[C:8]([F:29])=[CH:9][C:10]([O:23][CH2:24][C:25]([CH3:28])([CH3:27])[CH3:26])=[CH:11][C:12]=3[C:13]32[CH2:16][O:17][CH2:18][CH2:19][C:20]([NH2:22])=[N:21]3)=[CH:4][CH:3]=1.[F:30][C:31]1[C:36](B(O)O)=[CH:35][CH:34]=[CH:33][N:32]=1.P([O-])([O-])([O-])=O.[K+].[K+].[K+].CC(N)CC1C=CC=CC=1.OP(O)(O)=O, predict the reaction product. The product is: [F:29][C:8]1[C:7]2[O:6][C:5]3[C:14](=[CH:15][C:2]([C:36]4[C:31]([F:30])=[N:32][CH:33]=[CH:34][CH:35]=4)=[CH:3][CH:4]=3)[C:13]3([CH2:16][O:17][CH2:18][CH2:19][C:20]([NH2:22])=[N:21]3)[C:12]=2[CH:11]=[C:10]([O:23][CH2:24][C:25]([CH3:28])([CH3:27])[CH3:26])[CH:9]=1. (3) Given the reactants [C:1]([C:4]1[C:22](=[O:23])[C@@:8]2([CH3:24])[C:9]3[C:15]([OH:16])=[CH:14][C:13]([O:17][CH3:18])=[C:12]([C:19]([NH2:21])=[O:20])[C:10]=3[O:11][C:7]2=[CH:6][C:5]=1[OH:25])(=[O:3])[CH3:2].[OH:26][C:27]1[C:34]([CH3:35])=[C:33]([CH3:36])[C:30]([CH:31]=O)=[C:29]([CH3:37])[C:28]=1[CH3:38].C([SiH](CC)CC)C.FC(F)(F)C(O)=O, predict the reaction product. The product is: [C:1]([C:4]1[C:22](=[O:23])[C@@:8]2([CH3:24])[C:9]3[C:15]([OH:16])=[CH:14][C:13]([O:17][CH3:18])=[C:12]([C:19]([NH:21][CH2:31][C:30]4[C:33]([CH3:36])=[C:34]([CH3:35])[C:27]([OH:26])=[C:28]([CH3:38])[C:29]=4[CH3:37])=[O:20])[C:10]=3[O:11][C:7]2=[CH:6][C:5]=1[OH:25])(=[O:3])[CH3:2]. (4) Given the reactants [CH3:1][O:2][C:3]1[CH:4]=[C:5]2[C:10](=[C:11]([NH2:13])[CH:12]=1)[N:9]=[CH:8][CH:7]=[CH:6]2.Cl[S:15]([OH:18])(=O)=[O:16].CCN(C(C)C)C(C)C.[F:28][C:29]1[CH:35]=[CH:34][CH:33]=[C:32]([F:36])[C:30]=1[NH2:31], predict the reaction product. The product is: [F:28][C:29]1[CH:35]=[CH:34][CH:33]=[C:32]([F:36])[C:30]=1[NH:31][S:15]([NH:13][C:11]1[CH:12]=[C:3]([O:2][CH3:1])[CH:4]=[C:5]2[C:10]=1[N:9]=[CH:8][CH:7]=[CH:6]2)(=[O:18])=[O:16].